Dataset: Forward reaction prediction with 1.9M reactions from USPTO patents (1976-2016). Task: Predict the product of the given reaction. (1) Given the reactants CN(C=O)C.[NH2:6][C:7]1[N:12]=[C:11]([S:13]([NH:16][C:17]([C:19]2[C:20]([N:30]3[CH2:34][CH:33]([CH3:35])[CH2:32][C:31]3([CH3:37])[CH3:36])=[N:21][C:22]([C:26]([CH3:29])([CH3:28])[CH3:27])=[C:23](I)[CH:24]=2)=[O:18])(=[O:15])=[O:14])[CH:10]=[CH:9][CH:8]=1.[CH3:38][O:39][C:40]1[CH:45]=[CH:44][C:43](/[CH:46]=[CH:47]/B(O)O)=[CH:42][CH:41]=1.C([O-])([O-])=O.[K+].[K+], predict the reaction product. The product is: [NH2:6][C:7]1[N:12]=[C:11]([S:13]([NH:16][C:17]([C:19]2[C:20]([N:30]3[CH2:34][C@@H:33]([CH3:35])[CH2:32][C:31]3([CH3:37])[CH3:36])=[N:21][C:22]([C:26]([CH3:29])([CH3:28])[CH3:27])=[C:23](/[CH:47]=[CH:46]/[C:43]3[CH:44]=[CH:45][C:40]([O:39][CH3:38])=[CH:41][CH:42]=3)[CH:24]=2)=[O:18])(=[O:15])=[O:14])[CH:10]=[CH:9][CH:8]=1. (2) Given the reactants Br[C:2]1[C:6]2=[N:7][CH:8]=[CH:9][C:10]([Cl:11])=[C:5]2[S:4][CH:3]=1.[F:12][C:13]1[CH:18]=[CH:17][C:16](B(O)O)=[CH:15][CH:14]=1.O1CCOCC1.[O-]P([O-])([O-])=O.[K+].[K+].[K+], predict the reaction product. The product is: [Cl:11][C:10]1[CH:9]=[CH:8][N:7]=[C:6]2[C:2]([C:16]3[CH:17]=[CH:18][C:13]([F:12])=[CH:14][CH:15]=3)=[CH:3][S:4][C:5]=12. (3) Given the reactants [NH2:1][C:2]1[C:3](=[O:14])[N:4]([CH2:12][CH3:13])[C:5](=[O:11])[N:6]([CH2:9][CH3:10])[C:7]=1[NH2:8].[CH2:15]([OH:17])[CH3:16].[OH-].[Na+].C(O)(=O)C, predict the reaction product. The product is: [CH2:12]([N:4]1[C:3](=[O:14])[C:2]2[NH:1][C:16]([CH2:15][OH:17])=[N:8][C:7]=2[N:6]([CH2:9][CH3:10])[C:5]1=[O:11])[CH3:13]. (4) Given the reactants [C:1]([O:5][C:6]([N:8]1[CH2:12][CH2:11][CH2:10][CH:9]1[C:13]1[NH:14][C:15]([C:18]2[CH:23]=[CH:22][C:21](B3OC(C)(C)C(C)(C)O3)=[CH:20][CH:19]=2)=[CH:16][N:17]=1)=[O:7])([CH3:4])([CH3:3])[CH3:2].Br[C:34]1[CH:41]=[CH:40][C:39]([Cl:42])=[CH:38][C:35]=1[C:36]#[N:37].C(=O)([O-])[O-].[K+].[K+], predict the reaction product. The product is: [C:1]([O:5][C:6]([N:8]1[CH2:12][CH2:11][CH2:10][CH:9]1[C:13]1[NH:14][C:15]([C:18]2[CH:19]=[CH:20][C:21]([C:34]3[CH:41]=[CH:40][C:39]([Cl:42])=[CH:38][C:35]=3[C:36]#[N:37])=[CH:22][CH:23]=2)=[CH:16][N:17]=1)=[O:7])([CH3:4])([CH3:3])[CH3:2]. (5) Given the reactants [F:1][C:2]1[CH:21]=[CH:20][C:5]2[C:6]([C:9]3[CH:14]=[CH:13][C:12]([O:15][CH2:16][C@H:17]4[CH2:19][O:18]4)=[CH:11][CH:10]=3)=[N:7][O:8][C:4]=2[CH:3]=1.C[N:23]([CH3:26])C=O, predict the reaction product. The product is: [F:1][C:2]1[CH:21]=[CH:20][C:5]2[C:6]([C:9]3[CH:10]=[CH:11][C:12]([O:15][CH2:16][C@H:17]([OH:18])[CH2:19][NH:23][CH2:26][C:2]4[CH:21]=[CH:20][C:5]([CH3:6])=[CH:4][CH:3]=4)=[CH:13][CH:14]=3)=[N:7][O:8][C:4]=2[CH:3]=1. (6) The product is: [CH2:26]([O:28][C:29](=[O:55])[CH2:30][N:31]1[C:37]2[CH:38]=[C:39]([O:44][CH3:45])[C:40]([O:42][CH3:43])=[CH:41][C:36]=2[C:35]([C:46]2[CH:51]=[CH:50][CH:49]=[C:48]([C:52]([NH2:53])=[O:2])[CH:47]=2)=[N:34][CH2:33][C:32]1=[O:54])[CH3:27]. Given the reactants C[O:2]C1C(OC)=CC2N(C)C(=O)CN=C(C3C=C(C=CC=3)C#N)C=2C=1.[CH2:26]([O:28][C:29](=[O:55])[CH2:30][N:31]1[C:37]2[CH:38]=[C:39]([O:44][CH3:45])[C:40]([O:42][CH3:43])=[CH:41][C:36]=2[C:35]([C:46]2[CH:51]=[CH:50][CH:49]=[C:48]([C:52]#[N:53])[CH:47]=2)=[N:34][CH2:33][C:32]1=[O:54])[CH3:27], predict the reaction product.